This data is from Catalyst prediction with 721,799 reactions and 888 catalyst types from USPTO. The task is: Predict which catalyst facilitates the given reaction. (1) Reactant: [C:1]1([S:7]([NH:10][C:11]([C:13]2[N:14]([CH2:27][C:28]3[C:33]([CH3:34])=[CH:32][CH:31]=[CH:30][C:29]=3[CH3:35])[N:15]=[C:16](B3OC(C)(C)C(C)(C)O3)[CH:17]=2)=[O:12])(=[O:9])=[O:8])[CH:6]=[CH:5][CH:4]=[CH:3][CH:2]=1.Br[C:37]1[CH:42]=[CH:41][CH:40]=[CH:39][C:38]=1[O:43][CH3:44].C([O-])([O-])=O.[K+].[K+]. Product: [C:1]1([S:7]([NH:10][C:11]([C:13]2[N:14]([CH2:27][C:28]3[C:29]([CH3:35])=[CH:30][CH:31]=[CH:32][C:33]=3[CH3:34])[N:15]=[C:16]([C:37]3[CH:42]=[CH:41][CH:40]=[CH:39][C:38]=3[O:43][CH3:44])[CH:17]=2)=[O:12])(=[O:9])=[O:8])[CH:2]=[CH:3][CH:4]=[CH:5][CH:6]=1. The catalyst class is: 423. (2) Reactant: [NH:1]1[CH2:6][CH2:5][CH2:4][CH2:3][CH2:2]1.CN1CCOCC1.CN([P+](ON1N=NC2C=CC=CC1=2)(N(C)C)N(C)C)C.F[P-](F)(F)(F)(F)F.[C:41]([O:45][C:46]([N:48]1[CH2:53][CH2:52][C:51]2[O:54][N:55]=[C:56]([C:57](O)=[O:58])[C:50]=2[CH2:49]1)=[O:47])([CH3:44])([CH3:43])[CH3:42]. Product: [N:1]1([C:57]([C:56]2[C:50]3[CH2:49][N:48]([C:46]([O:45][C:41]([CH3:44])([CH3:43])[CH3:42])=[O:47])[CH2:53][CH2:52][C:51]=3[O:54][N:55]=2)=[O:58])[CH2:6][CH2:5][CH2:4][CH2:3][CH2:2]1. The catalyst class is: 9. (3) Reactant: Br[C:2]1[N:3]([CH:17]2[CH2:22][CH2:21][CH2:20][CH2:19][O:18]2)[C:4]2[C:9]([N:10]=1)=[C:8]([NH2:11])[N:7]=[C:6]([O:12][C@@H:13]([CH3:16])[CH2:14][CH3:15])[N:5]=2.[CH3:23][O-:24].[Na+]. Product: [CH3:23][O:24][C:2]1[N:3]([CH:17]2[CH2:22][CH2:21][CH2:20][CH2:19][O:18]2)[C:4]2[C:9]([N:10]=1)=[C:8]([NH2:11])[N:7]=[C:6]([O:12][C@@H:13]([CH3:16])[CH2:14][CH3:15])[N:5]=2. The catalyst class is: 5. (4) Reactant: [O:1]1[C:5]2([CH2:10][CH2:9][C:8](=[O:11])[CH2:7][CH2:6]2)[O:4][CH2:3][CH2:2]1.[BH4-].[Na+].Cl.[Cl-].[Na+]. Product: [O:1]1[C:5]2([CH2:10][CH2:9][CH:8]([OH:11])[CH2:7][CH2:6]2)[O:4][CH2:3][CH2:2]1. The catalyst class is: 5. (5) Reactant: [CH2:1]([O:3][C:4](=[O:17])[C:5]1[CH:10]=[CH:9][C:8]([CH:11]([OH:16])[CH2:12][CH:13]([CH3:15])[CH3:14])=[CH:7][CH:6]=1)[CH3:2].C(N(CC)CC)C.[CH3:25][S:26](Cl)(=[O:28])=[O:27]. Product: [CH3:15][CH:13]([CH3:14])[CH2:12][CH:11]([C:8]1[CH:9]=[CH:10][C:5]([C:4]([O:3][CH2:1][CH3:2])=[O:17])=[CH:6][CH:7]=1)[O:16][S:26]([CH3:25])(=[O:28])=[O:27]. The catalyst class is: 4. (6) The catalyst class is: 16. Reactant: [OH:1][C:2]1[C:11]2[C:6](=[C:7]([C:12]([F:15])([F:14])[F:13])[CH:8]=[CH:9][CH:10]=2)[N:5]=[CH:4][CH:3]=1.C(=O)([O-])[O-].[K+].[K+].Br[CH2:23][C:24]([O:26]CC)=[O:25].[OH-].[Na+]. Product: [F:14][C:12]([F:15])([F:13])[C:7]1[CH:8]=[CH:9][CH:10]=[C:11]2[C:6]=1[N:5]=[CH:4][CH:3]=[C:2]2[O:1][CH2:23][C:24]([OH:26])=[O:25]. (7) Reactant: COC1C=C(OC)C=CC=1C[NH:6][S:7]([CH:10]([C:12]1[CH:17]=[CH:16][C:15]([Br:18])=[CH:14][CH:13]=1)[CH3:11])(=[O:9])=[O:8].C[Li].[CH3:27]C(C)=O.F[C:32](F)(F)[C:33]([OH:35])=O. Product: [Br:18][C:15]1[CH:14]=[CH:13][C:12]([C:10]([S:7]([NH2:6])(=[O:8])=[O:9])([C:33]([OH:35])([CH3:32])[CH3:27])[CH3:11])=[CH:17][CH:16]=1. The catalyst class is: 165.